The task is: Predict the reaction yield, written as a fraction of the theoretical maximum amount of product (1.0 means a 100% yield; for example, 0.34 means a 34% yield).. This data is from Reaction yield outcomes from USPTO patents with 853,638 reactions. (1) The reactants are [CH3:1][S:2]([C:5]1[CH:13]=[CH:12][C:8]([C:9](O)=O)=[CH:7][CH:6]=1)(=[O:4])=[O:3].[CH3:14][N:15]([C:17]([NH2:19])=[S:18])[NH2:16].O=P(Cl)(Cl)Cl.C([O-])(O)=O.[Na+]. The catalyst is O1CCOCC1. The product is [CH:5]1([N:19]=[C:17]2[N:15]([CH3:14])[N:16]=[C:9]([C:8]3[CH:12]=[CH:13][C:5]([S:2]([CH3:1])(=[O:4])=[O:3])=[CH:6][CH:7]=3)[S:18]2)[CH2:13][CH2:12][CH2:8][CH2:7][CH2:6]1. The yield is 0.260. (2) The product is [C:1]([O:5][C:6]([C@:8]12[CH2:15][CH:14]([F:36])[CH2:13][C@H:12]1[C:11](=[O:17])[N:10]([C@@H:18]([C:20]1[CH:25]=[CH:24][CH:23]=[CH:22][CH:21]=1)[CH3:19])[CH2:9]2)=[O:7])([CH3:4])([CH3:3])[CH3:2]. The reactants are [C:1]([O:5][C:6]([C@@:8]12[CH2:15][CH:14](O)[CH2:13][C@@H:12]1[C:11](=[O:17])[N:10]([C@@H:18]([C:20]1[CH:25]=[CH:24][CH:23]=[CH:22][CH:21]=1)[CH3:19])[CH2:9]2)=[O:7])([CH3:4])([CH3:3])[CH3:2].COCCN(S(F)(F)[F:36])CCOC. The catalyst is C(Cl)Cl. The yield is 0.710.